Dataset: Catalyst prediction with 721,799 reactions and 888 catalyst types from USPTO. Task: Predict which catalyst facilitates the given reaction. (1) Reactant: [F:1][C:2]1[CH:14]=[N:13][CH:12]=[CH:11][C:3]=1[C:4]([NH:6][CH2:7][C:8](=O)[CH3:9])=O.COC1C=CC(P2(=S)SP(=S)(C3C=CC(OC)=CC=3)[S:24]2)=CC=1. Product: [F:1][C:2]1[CH:14]=[N:13][CH:12]=[CH:11][C:3]=1[C:4]1[S:24][C:8]([CH3:9])=[CH:7][N:6]=1. The catalyst class is: 11. (2) Reactant: C([O:4][C:5]1[CH:10]=[CH:9][CH:8]=[C:7]([C:11]2[N:12]=[C:13]3[N:18]=[C:17]([NH:19][C:20]([C:22]4[N:26]([CH3:27])[N:25]=[CH:24][C:23]=4[C:28]([N:30]4[CH2:33][CH2:32][CH2:31]4)=[O:29])=[O:21])[CH:16]=[CH:15][N:14]3[CH:34]=2)[CH:6]=1)(=O)C.CO.C(Cl)Cl.C([O-])(O)=O.[Na+]. Product: [OH:4][C:5]1[CH:6]=[C:7]([C:11]2[N:12]=[C:13]3[N:18]=[C:17]([NH:19][C:20]([C:22]4[N:26]([CH3:27])[N:25]=[CH:24][C:23]=4[C:28]([N:30]4[CH2:33][CH2:32][CH2:31]4)=[O:29])=[O:21])[CH:16]=[CH:15][N:14]3[CH:34]=2)[CH:8]=[CH:9][CH:10]=1. The catalyst class is: 6.